Dataset: Reaction yield outcomes from USPTO patents with 853,638 reactions. Task: Predict the reaction yield, written as a fraction of the theoretical maximum amount of product (1.0 means a 100% yield; for example, 0.34 means a 34% yield). (1) The reactants are [NH2:1][C:2]1[CH:7]=[C:6]([Cl:8])[C:5]([C:9]([F:12])([F:11])[F:10])=[CH:4][C:3]=1[NH:13][C:14](=O)[CH2:15][CH2:16][CH:17]1[CH2:20][C:19](=[O:21])[CH2:18]1. The catalyst is C(O)(=O)C. The product is [Cl:8][C:6]1[C:5]([C:9]([F:12])([F:11])[F:10])=[CH:4][C:3]2[N:13]=[C:14]([CH2:15][CH2:16][CH:17]3[CH2:20][C:19](=[O:21])[CH2:18]3)[NH:1][C:2]=2[CH:7]=1. The yield is 0.660. (2) The reactants are [C:1]([NH:4][C:5]1[S:6][C:7]([C:11]2[CH:12]=[C:13]([S:17](Cl)(=[O:19])=[O:18])[S:14][C:15]=2[Br:16])=[C:8]([CH3:10])[N:9]=1)(=[O:3])[CH3:2].C(N(CC)CC)C.[CH3:28][N:29]([CH3:33])[CH2:30][CH2:31][NH2:32]. The catalyst is C(Cl)Cl. The product is [Br:16][C:15]1[S:14][C:13]([S:17](=[O:19])(=[O:18])[NH:32][CH2:31][CH2:30][N:29]([CH3:33])[CH3:28])=[CH:12][C:11]=1[C:7]1[S:6][C:5]([NH:4][C:1](=[O:3])[CH3:2])=[N:9][C:8]=1[CH3:10]. The yield is 0.100. (3) The reactants are [F:1][C:2]1[CH:3]=[C:4]([OH:11])[CH:5]=[CH:6][C:7]=1[N+:8]([O-:10])=[O:9].IC.[C:14](=O)([O-])[O-].[K+].[K+]. The catalyst is CC(C)=O. The product is [F:1][C:2]1[CH:3]=[C:4]([O:11][CH3:14])[CH:5]=[CH:6][C:7]=1[N+:8]([O-:10])=[O:9]. The yield is 0.970. (4) The reactants are C[O:2][C:3]([C@@H:5]1[C@@H:9]([O:10][CH3:11])[CH2:8][CH2:7][N:6]1[C:12]([O:14][C:15]([CH3:18])([CH3:17])[CH3:16])=[O:13])=O.[NH3:19]. The catalyst is CO. The product is [C:15]([O:14][C:12]([N:6]1[CH2:7][CH2:8][C@H:9]([O:10][CH3:11])[C@H:5]1[C:3](=[O:2])[NH2:19])=[O:13])([CH3:18])([CH3:17])[CH3:16]. The yield is 0.310. (5) The yield is 0.600. The reactants are [F:1][C:2]1[C:3]([O:9][CH3:10])=[C:4]([CH:6]=[CH:7][CH:8]=1)[NH2:5].Br.Br[CH:13]([C:15]1[CH:16]=[C:17]([C:32]([N:34]([CH3:36])[CH3:35])=[O:33])[CH:18]=[C:19]2[C:24]=1[O:23][C:22]([N:25]1[CH2:30][CH2:29][O:28][CH2:27][CH2:26]1)=[CH:21][C:20]2=[O:31])[CH3:14]. The product is [F:1][C:2]1[C:3]([O:9][CH3:10])=[C:4]([NH:5][CH:13]([C:15]2[CH:16]=[C:17]([C:32]([N:34]([CH3:36])[CH3:35])=[O:33])[CH:18]=[C:19]3[C:24]=2[O:23][C:22]([N:25]2[CH2:30][CH2:29][O:28][CH2:27][CH2:26]2)=[CH:21][C:20]3=[O:31])[CH3:14])[CH:6]=[CH:7][CH:8]=1. No catalyst specified. (6) The reactants are C(OC(=O)[NH:7][C@@H:8]1[CH2:10][C@@H:9]1[C:11]1[CH:16]=[CH:15][C:14]([F:17])=[CH:13][CH:12]=1)(C)(C)C.CCOC(C)=O.C1CCCCC1.[Cl:31]CCl. No catalyst specified. The product is [ClH:31].[F:17][C:14]1[CH:13]=[CH:12][C:11]([C@H:9]2[CH2:10][C@H:8]2[NH2:7])=[CH:16][CH:15]=1. The yield is 0.870.